Dataset: Forward reaction prediction with 1.9M reactions from USPTO patents (1976-2016). Task: Predict the product of the given reaction. The product is: [CH3:23][N:22]([C:19]1[CH:20]=[CH:21][C:16]([C:4]([OH:5])([C:6]2[CH:11]=[CH:10][CH:9]=[C:8]([C:12]([F:15])([F:14])[F:13])[CH:7]=2)[C:12]([F:15])([F:14])[F:13])=[CH:17][C:18]=1[CH3:24])[S:35]([C:29]1[CH:34]=[CH:33][CH:32]=[CH:31][CH:30]=1)(=[O:37])=[O:36]. Given the reactants FCC(CF)(CF)[C:4]([C:16]1[CH:21]=[CH:20][C:19]([NH:22][CH3:23])=[C:18]([CH3:24])[CH:17]=1)([C:6]1[CH:11]=[CH:10][CH:9]=[C:8]([C:12]([F:15])([F:14])[F:13])[CH:7]=1)[OH:5].[C:29]1([S:35](Cl)(=[O:37])=[O:36])[CH:34]=[CH:33][CH:32]=[CH:31][CH:30]=1, predict the reaction product.